This data is from Reaction yield outcomes from USPTO patents with 853,638 reactions. The task is: Predict the reaction yield, written as a fraction of the theoretical maximum amount of product (1.0 means a 100% yield; for example, 0.34 means a 34% yield). (1) The reactants are [CH3:1][O:2][C:3]([C:5]1[CH:9]=[CH:8][O:7][C:6]=1[CH3:10])=[O:4].C1C(=O)N([Br:18])C(=O)C1. The catalyst is C(Cl)(Cl)Cl.C(O)(=O)C. The product is [CH3:1][O:2][C:3]([C:5]1[CH:9]=[C:8]([Br:18])[O:7][C:6]=1[CH3:10])=[O:4]. The yield is 0.800. (2) The reactants are [F:1][C:2]1[N:7]=[CH:6][C:5]([NH:8][C:9]([CH:11]2[CH2:14][CH2:13][CH2:12]2)=[O:10])=[CH:4][CH:3]=1.[N+:15]([O-])([OH:17])=[O:16].[OH-].[Na+]. The catalyst is C(OC(=O)C)(=O)C. The product is [F:1][C:2]1[N:7]=[C:6]([N+:15]([O-:17])=[O:16])[C:5]([NH:8][C:9]([CH:11]2[CH2:12][CH2:13][CH2:14]2)=[O:10])=[CH:4][CH:3]=1. The yield is 0.350. (3) The reactants are [Cl:1][C:2]1[CH:7]=[CH:6][C:5]([F:8])=[CH:4][C:3]=1[OH:9].[Br:10][C:11]1[CH:12]=[N:13][CH:14]=[CH:15][C:16]=1Cl.C1CCN2C(=NCCC2)CC1. The catalyst is CN1C(=O)CCC1. The product is [Br:10][C:11]1[CH:12]=[N:13][CH:14]=[CH:15][C:16]=1[O:9][C:3]1[CH:4]=[C:5]([F:8])[CH:6]=[CH:7][C:2]=1[Cl:1]. The yield is 0.840.